Predict the product of the given reaction. From a dataset of Forward reaction prediction with 1.9M reactions from USPTO patents (1976-2016). (1) Given the reactants [F:1][C:2]1[CH:3]=[N:4][C:5]([C@@H:8]([NH2:10])[CH3:9])=[N:6][CH:7]=1.Cl[C:12]1[N:17]=[C:16]([NH:18][C:19]2[CH:23]=[C:22]([CH3:24])[NH:21][N:20]=2)[C:15]([C:25]([F:28])([F:27])[F:26])=[CH:14][N:13]=1.CCN(C(C)C)C(C)C, predict the reaction product. The product is: [F:1][C:2]1[CH:3]=[N:4][C:5]([C@@H:8]([NH:10][C:12]2[N:17]=[C:16]([NH:18][C:19]3[CH:23]=[C:22]([CH3:24])[NH:21][N:20]=3)[C:15]([C:25]([F:26])([F:28])[F:27])=[CH:14][N:13]=2)[CH3:9])=[N:6][CH:7]=1. (2) Given the reactants S(=O)(=O)(O)O.[Cl:6][C:7]1[CH:12]=[CH:11][C:10]([CH:13]([OH:18])[CH2:14][CH:15]2[CH2:17][O:16]2)=[CH:9][CH:8]=1.C([O-])(O)=O.[Na+], predict the reaction product. The product is: [Cl:6][C:7]1[CH:12]=[CH:11][C:10]([CH:13]2[O:18][CH2:17][CH:15]([OH:16])[CH2:14]2)=[CH:9][CH:8]=1. (3) Given the reactants C([O:4][C@H:5]1[C@@H:10]([O:11]C(=O)C)[C@H:9]([O:15]C(=O)C)[C@@H:8]([CH2:19][O:20]C(=O)C)[O:7][C@@H:6]1[O:24][C:25]1[CH:30]=[CH:29][C:28]([C:31]2[CH:32]=[CH:33][C:34]([C:37]([O:39][CH3:40])=[O:38])=[N:35][CH:36]=2)=[CH:27][CH:26]=1)(=O)C, predict the reaction product. The product is: [C@H:6]1([O:24][C:25]2[CH:26]=[CH:27][C:28]([C:31]3[CH:32]=[CH:33][C:34]([C:37]([O:39][CH3:40])=[O:38])=[N:35][CH:36]=3)=[CH:29][CH:30]=2)[O:7][C@H:8]([CH2:19][OH:20])[C@@H:9]([OH:15])[C@H:10]([OH:11])[C@@H:5]1[OH:4]. (4) Given the reactants Br[C:2]1[CH:28]=[C:27]([F:29])[CH:26]=[CH:25][C:3]=1[CH2:4][N:5]1[C:9]([CH3:11])([CH3:10])[C:8](=[O:12])[N:7]([C:13]2[CH:20]=[CH:19][C:16]([C:17]#[N:18])=[C:15]([CH:21]3[CH2:23][CH2:22]3)[CH:14]=2)[C:6]1=[O:24].[NH2:30][C:31]1[CH:40]=[CH:39][C:34]([C:35]([O:37][CH3:38])=[O:36])=[CH:33][CH:32]=1, predict the reaction product. The product is: [C:17]([C:16]1[CH:19]=[CH:20][C:13]([N:7]2[C:8](=[O:12])[C:9]([CH3:11])([CH3:10])[N:5]([CH2:4][C:3]3[CH:25]=[CH:26][C:27]([F:29])=[CH:28][C:2]=3[NH:30][C:31]3[CH:32]=[CH:33][C:34]([C:35]([O:37][CH3:38])=[O:36])=[CH:39][CH:40]=3)[C:6]2=[O:24])=[CH:14][C:15]=1[CH:21]1[CH2:23][CH2:22]1)#[N:18].